From a dataset of Reaction yield outcomes from USPTO patents with 853,638 reactions. Predict the reaction yield, written as a fraction of the theoretical maximum amount of product (1.0 means a 100% yield; for example, 0.34 means a 34% yield). (1) The reactants are [F:1][C:2]1[CH:25]=[CH:24][C:5]([CH2:6][N:7]2[C:15]3[C:10](=[CH:11][CH:12]=[CH:13][CH:14]=3)[C:9]3[CH2:16][C:17]([CH3:23])([C:20](O)=[O:21])[NH:18][CH2:19][C:8]2=3)=[CH:4][CH:3]=1.[N:26]([CH2:29][CH2:30][C:31]([O:33][CH2:34][CH3:35])=[O:32])=[C:27]=[O:28]. The catalyst is CN(C=O)C.O. The product is [F:1][C:2]1[CH:3]=[CH:4][C:5]([CH2:6][N:7]2[C:15]3[CH:14]=[CH:13][CH:12]=[CH:11][C:10]=3[C:9]3[CH2:16][C:17]4([CH3:23])[C:20](=[O:21])[N:26]([CH2:29][CH2:30][C:31]([O:33][CH2:34][CH3:35])=[O:32])[C:27](=[O:28])[N:18]4[CH2:19][C:8]2=3)=[CH:24][CH:25]=1. The yield is 0.510. (2) The reactants are C1(C)C=CC=CC=1.[C:8]([OH:11])(=O)[CH3:9].[C:12]([C:14]1[CH:19]=[CH:18][CH:17]=[CH:16][C:15]=1[C:20]1[N:25]=[CH:24][C:23]([CH2:26][CH:27]([C:32](=O)[CH2:33][CH2:34][CH2:35][CH3:36])[C:28]([O:30][CH3:31])=[O:29])=[CH:22][CH:21]=1)#[N:13].C([O-])(=O)C.[NH4+:42]. The catalyst is CCCCCC.CC(C)=O. The product is [C:8]([NH:42]/[C:32](/[CH2:33][CH2:34][CH2:35][CH3:36])=[C:27](/[CH2:26][C:23]1[CH:24]=[N:25][C:20]([C:15]2[CH:16]=[CH:17][CH:18]=[CH:19][C:14]=2[C:12]#[N:13])=[CH:21][CH:22]=1)\[C:28]([O:30][CH3:31])=[O:29])(=[O:11])[CH3:9]. The yield is 0.250. (3) The reactants are [NH2:1][C:2]1[CH:3]=[C:4]([NH:10][C:11]([NH:13][CH:14]2[CH2:19][CH2:18][CH2:17][CH2:16][CH2:15]2)=[O:12])[CH:5]=[C:6]([Cl:9])[C:7]=1[OH:8].[N+:20]([C:23]1[CH:28]=[CH:27][CH:26]=[CH:25][C:24]=1[S:29](Cl)(=[O:31])=[O:30])([O-:22])=[O:21]. No catalyst specified. The product is [Cl:9][C:6]1[C:7]([OH:8])=[C:2]([NH:1][S:29]([C:24]2[CH:25]=[CH:26][CH:27]=[CH:28][C:23]=2[N+:20]([O-:22])=[O:21])(=[O:30])=[O:31])[CH:3]=[C:4]([NH:10][C:11]([NH:13][CH:14]2[CH2:15][CH2:16][CH2:17][CH2:18][CH2:19]2)=[O:12])[CH:5]=1. The yield is 0.480. (4) The reactants are [I:1][C:2]1[CH:7]=[CH:6][N:5]=[C:4]([C:8]([CH3:13])([CH3:12])[C:9]([OH:11])=O)[CH:3]=1.F[B-](F)(F)F.N1(OC(=[N+](C)C)N(C)C)C2C=CC=CC=2N=N1.C(N(C(C)C)CC)(C)C.[N:45]1([C:51]([O:53][C:54]([CH3:57])([CH3:56])[CH3:55])=[O:52])[CH2:50][CH2:49][NH:48][CH2:47][CH2:46]1. The catalyst is ClCCl.CN(C)C=O. The product is [I:1][C:2]1[CH:7]=[CH:6][N:5]=[C:4]([C:8]([CH3:13])([CH3:12])[C:9]([N:48]2[CH2:47][CH2:46][N:45]([C:51]([O:53][C:54]([CH3:57])([CH3:56])[CH3:55])=[O:52])[CH2:50][CH2:49]2)=[O:11])[CH:3]=1. The yield is 0.570. (5) The yield is 0.810. The reactants are C(O[C:4](=[C:6]([C:9]#[N:10])[C:7]#[N:8])[CH3:5])C.[CH3:11][O:12][C:13]1[CH:18]=[CH:17][C:16]([NH:19][NH2:20])=[CH:15][CH:14]=1.NN.Cl. The catalyst is CCO. The product is [NH2:10][C:9]1[N:19]([C:16]2[CH:17]=[CH:18][C:13]([O:12][CH3:11])=[CH:14][CH:15]=2)[N:20]=[C:4]([CH3:5])[C:6]=1[C:7]#[N:8]. (6) The reactants are [CH2:1]([O:8][C:9]1[CH:31]=[CH:30][C:29]([C:32](=O)[CH2:33]Br)=[CH:28][C:10]=1[C:11]([NH:13][C:14]1[CH:19]=[C:18]([C:20]([F:23])([F:22])[F:21])[CH:17]=[C:16]([C:24]([F:27])([F:26])[F:25])[CH:15]=1)=[O:12])[C:2]1[CH:7]=[CH:6][CH:5]=[CH:4][CH:3]=1.[C:36]([NH2:39])(=[S:38])[CH3:37].C(=O)([O-])O.[Na+].C(O)C. The catalyst is O. The product is [CH2:1]([O:8][C:9]1[CH:31]=[CH:30][C:29]([C:32]2[N:39]=[C:36]([CH3:37])[S:38][CH:33]=2)=[CH:28][C:10]=1[C:11]([NH:13][C:14]1[CH:19]=[C:18]([C:20]([F:22])([F:23])[F:21])[CH:17]=[C:16]([C:24]([F:27])([F:25])[F:26])[CH:15]=1)=[O:12])[C:2]1[CH:7]=[CH:6][CH:5]=[CH:4][CH:3]=1. The yield is 0.675. (7) The reactants are [C:1]([O:5][C:6](=[O:33])[NH:7][C:8]([C:12]1[CH:21]=[CH:20][C:19]2[C:14](=[CH:15][CH:16]=[C:17]([O:22][C@H:23]3[CH2:28][CH2:27][C@H:26]([C:29]([CH3:32])([CH3:31])[CH3:30])[CH2:25][CH2:24]3)[CH:18]=2)[N:13]=1)([CH3:11])[CH2:9][OH:10])([CH3:4])([CH3:3])[CH3:2].NC(C1C=CC2C(=CC=C(O[C@H]3CC[C@H](C(C)(C)C)CC3)C=2[C:49]([F:52])([F:51])[F:50])N=1)(C)CO.C(O)(C(F)(F)F)=O. No catalyst specified. The product is [C:1]([O:5][C:6](=[O:33])[NH:7][C:8]([C:12]1[CH:21]=[CH:20][C:19]2[C:14](=[CH:15][CH:16]=[C:17]([O:22][C@H:23]3[CH2:28][CH2:27][C@H:26]([C:29]([CH3:32])([CH3:31])[CH3:30])[CH2:25][CH2:24]3)[C:18]=2[C:49]([F:52])([F:51])[F:50])[N:13]=1)([CH3:11])[CH2:9][OH:10])([CH3:4])([CH3:2])[CH3:3]. The yield is 0.950.